Dataset: Full USPTO retrosynthesis dataset with 1.9M reactions from patents (1976-2016). Task: Predict the reactants needed to synthesize the given product. (1) Given the product [OH:28][C@@:24]1([CH3:27])[CH2:25][CH2:26][N:22]([C:3]2[C:2]([C:33]3[CH:34]=[N:29][CH:30]=[N:31][CH:32]=3)=[CH:21][C:6]([C:7]([NH:9][C:10]3[CH:15]=[CH:14][C:13]([O:16][C:17]([F:20])([F:19])[F:18])=[CH:12][CH:11]=3)=[O:8])=[CH:5][N:4]=2)[CH2:23]1, predict the reactants needed to synthesize it. The reactants are: Br[C:2]1[C:3]([N:22]2[CH2:26][CH2:25][C@@:24]([OH:28])([CH3:27])[CH2:23]2)=[N:4][CH:5]=[C:6]([CH:21]=1)[C:7]([NH:9][C:10]1[CH:15]=[CH:14][C:13]([O:16][C:17]([F:20])([F:19])[F:18])=[CH:12][CH:11]=1)=[O:8].[N:29]1[CH:34]=[C:33](B(O)O)[CH:32]=[N:31][CH:30]=1.C([O-])([O-])=O.[Na+].[Na+].COCCOC. (2) Given the product [CH2:45]([O:35][C:34]1[C:33](=[O:36])[N:17]2[CH2:18][CH:19]3[CH2:24][CH2:23][C:22]([NH:25][C:26](=[O:32])[C:27]([N:29]([CH3:31])[CH3:30])=[O:28])([C:16]2=[N:15][C:14]=1[C:12](=[O:13])[NH:11][CH2:10][C:9](=[O:37])[CH2:8][C:5]1[CH:6]=[CH:7][C:2]([F:1])=[CH:3][CH:4]=1)[CH2:21][CH2:20]3)[C:46]1[CH:51]=[CH:50][CH:49]=[CH:48][CH:47]=1, predict the reactants needed to synthesize it. The reactants are: [F:1][C:2]1[CH:7]=[CH:6][C:5]([CH2:8][C:9](=[O:37])[CH2:10][NH:11][C:12]([C:14]2[N:15]=[C:16]3[C:22]4([NH:25][C:26](=[O:32])[C:27]([N:29]([CH3:31])[CH3:30])=[O:28])[CH2:23][CH2:24][CH:19]([CH2:20][CH2:21]4)[CH2:18][N:17]3[C:33](=[O:36])[C:34]=2[OH:35])=[O:13])=[CH:4][CH:3]=1.C([O-])([O-])=O.[K+].[K+].Br[CH2:45][C:46]1[CH:51]=[CH:50][CH:49]=[CH:48][CH:47]=1.O. (3) Given the product [NH2:14][C:15]1[N:16]=[C:17]([N:26]2[CH2:27][CH2:28][N:29]([C:32](=[O:42])[CH2:33][O:34][C:35]3[CH:40]=[CH:39][C:38]([Cl:41])=[CH:37][CH:36]=3)[CH2:30][CH2:31]2)[C:18]2[N:24]=[C:23]([C:8]3[CH:9]=[CH:10][C:5]([C:3]([NH:2][CH3:1])=[O:4])=[CH:6][CH:7]=3)[CH:22]=[CH:21][C:19]=2[N:20]=1, predict the reactants needed to synthesize it. The reactants are: [CH3:1][NH:2][C:3]([C:5]1[CH:10]=[CH:9][C:8](B(O)O)=[CH:7][CH:6]=1)=[O:4].[NH2:14][C:15]1[N:16]=[C:17]([N:26]2[CH2:31][CH2:30][N:29]([C:32](=[O:42])[CH2:33][O:34][C:35]3[CH:40]=[CH:39][C:38]([Cl:41])=[CH:37][CH:36]=3)[CH2:28][CH2:27]2)[C:18]2[N:24]=[C:23](Cl)[CH:22]=[CH:21][C:19]=2[N:20]=1.